This data is from Full USPTO retrosynthesis dataset with 1.9M reactions from patents (1976-2016). The task is: Predict the reactants needed to synthesize the given product. (1) Given the product [Cl:1][C:2]1[CH:7]=[CH:6][C:5]([CH:8]=[O:9])=[CH:4][C:3]=1[S:10]([NH2:13])(=[O:12])=[O:11], predict the reactants needed to synthesize it. The reactants are: [Cl:1][C:2]1[CH:7]=[CH:6][C:5]([CH2:8][OH:9])=[CH:4][C:3]=1[S:10]([NH2:13])(=[O:12])=[O:11]. (2) Given the product [ClH:10].[NH2:6][C:5]1[N:11]([C:13]2[CH:14]=[C:15]([CH:20]=[CH:21][CH:22]=2)[O:16][CH2:17][CH2:18][OH:19])[N:12]=[C:3]([C:2]([CH3:9])([CH3:8])[CH3:1])[CH:4]=1, predict the reactants needed to synthesize it. The reactants are: [CH3:1][C:2]([CH3:9])([CH3:8])[C:3](=O)[CH2:4][C:5]#[N:6].[ClH:10].[NH:11]([C:13]1[CH:14]=[C:15]([CH:20]=[CH:21][CH:22]=1)[O:16][CH2:17][CH2:18][OH:19])[NH2:12]. (3) Given the product [Cl:20][C:12]1[CH:11]=[C:10]([CH:15]2[CH2:17][CH2:16]2)[N:9]=[C:8]([C:4]2[CH:5]=[CH:6][CH:7]=[C:2]([Cl:1])[CH:3]=2)[N:13]=1, predict the reactants needed to synthesize it. The reactants are: [Cl:1][C:2]1[CH:3]=[C:4]([C:8]2[NH:13][C:12](=O)[CH:11]=[C:10]([CH:15]3[CH2:17][CH2:16]3)[N:9]=2)[CH:5]=[CH:6][CH:7]=1.O=P(Cl)(Cl)[Cl:20]. (4) Given the product [Cl:26][C:21]1[CH:22]=[CH:23][CH:24]=[CH:25][C:20]=1[C:10]1[CH:9]=[C:8]2[C:16]([CH:17]=[C:6]([C:4]([OH:5])=[O:3])[N:7]2[CH2:27][CH2:28][CH2:29][O:30][CH3:31])=[C:15]2[C:11]=1[C:12](=[O:19])[NH:13][C:14]2=[O:18], predict the reactants needed to synthesize it. The reactants are: C([O:3][C:4]([C:6]1[N:7]([CH2:27][CH2:28][CH2:29][O:30][CH3:31])[C:8]2[C:16]([CH:17]=1)=[C:15]1[C:11]([C:12](=[O:19])[NH:13][C:14]1=[O:18])=[C:10]([C:20]1[CH:25]=[CH:24][CH:23]=[CH:22][C:21]=1[Cl:26])[CH:9]=2)=[O:5])C.CC(C)([O-])C.[K+]. (5) Given the product [CH3:20][N:21]([CH3:25])[CH2:22][CH2:23][NH:24][S:16]([CH:13]1[CH2:14][CH2:15][N:11]([C:9]([O:8][CH2:1][C:2]2[CH:7]=[CH:6][CH:5]=[CH:4][CH:3]=2)=[O:10])[CH2:12]1)(=[O:18])=[O:17], predict the reactants needed to synthesize it. The reactants are: [CH2:1]([O:8][C:9]([N:11]1[CH2:15][CH2:14][CH:13]([S:16](Cl)(=[O:18])=[O:17])[CH2:12]1)=[O:10])[C:2]1[CH:7]=[CH:6][CH:5]=[CH:4][CH:3]=1.[CH3:20][N:21]([CH3:25])[CH2:22][CH2:23][NH2:24].O. (6) Given the product [F:1][C:2]1[CH:8]=[C:7]2[C:5](=[CH:4][C:3]=1[O:9][CH3:10])[N:6]=[C:16]([C:15]1[CH:18]=[CH:19][CH:20]=[C:13]([C:12]([F:22])([F:21])[F:11])[CH:14]=1)[C:28]([CH3:29])=[C:24]2[C:25]([OH:27])=[O:26], predict the reactants needed to synthesize it. The reactants are: [F:1][C:2]1[CH:8]=[CH:7][C:5]([NH2:6])=[CH:4][C:3]=1[O:9][CH3:10].[F:11][C:12]([F:22])([F:21])[C:13]1[CH:14]=[C:15]([CH:18]=[CH:19][CH:20]=1)[CH:16]=O.O=[C:24]([CH2:28][CH3:29])[C:25]([OH:27])=[O:26]. (7) Given the product [CH3:1][O:2][C:3]([CH:5]1[C:10](=[O:26])[CH:9]2[N:12]([C:13]([O:15][C:16]([CH3:19])([CH3:18])[CH3:17])=[O:14])[CH:6]1[CH:7]=[CH:8]2)=[O:4], predict the reactants needed to synthesize it. The reactants are: [CH3:1][O:2][C:3]([C:5]1[CH:6]2[N:12]([C:13]([O:15][C:16]([CH3:19])([CH3:18])[CH3:17])=[O:14])[CH:9]([C:10]=1Br)[CH:8]=[CH:7]2)=[O:4].C(NCC)C.Cl.[OH2:26].